Task: Predict the product of the given reaction.. Dataset: Forward reaction prediction with 1.9M reactions from USPTO patents (1976-2016) Given the reactants C([O:8][N:9]1[C:14](=[O:15])[C:13]2[CH:16]=[C:17]([F:25])[C:18]([N:20]3[CH2:24][CH2:23][CH2:22][CH2:21]3)=[N:19][C:12]=2[N:11]([CH2:26][CH2:27][CH2:28][CH3:29])[C:10]1=[O:30])C1C=CC=CC=1.[H][H], predict the reaction product. The product is: [CH2:26]([N:11]1[C:12]2[N:19]=[C:18]([N:20]3[CH2:24][CH2:23][CH2:22][CH2:21]3)[C:17]([F:25])=[CH:16][C:13]=2[C:14](=[O:15])[N:9]([OH:8])[C:10]1=[O:30])[CH2:27][CH2:28][CH3:29].